From a dataset of Forward reaction prediction with 1.9M reactions from USPTO patents (1976-2016). Predict the product of the given reaction. (1) Given the reactants F[P-](F)(F)(F)(F)F.[N:8]1([O:17][C:18](N(C)C)=[N+](C)C)[C:12]2N=CC=CC=2N=N1.CONC.C(N(CC)CC)C.[CH:36]1([CH2:39][C:40]([OH:42])=O)[CH2:38][CH2:37]1, predict the reaction product. The product is: [CH:36]1([CH2:39][C:40]([N:8]([O:17][CH3:18])[CH3:12])=[O:42])[CH2:38][CH2:37]1. (2) Given the reactants [NH2:1][C:2]1[CH:7]=[CH:6][C:5]([CH2:8][C:9]([O:11][CH3:12])=[O:10])=[CH:4][C:3]=1[OH:13].[C:14]1([N:20]=[C:21]=S)[CH:19]=[CH:18][CH:17]=[CH:16][CH:15]=1.C1(N=C=NC2CCCCC2)CCCCC1, predict the reaction product. The product is: [NH:20]([C:21]1[O:13][C:3]2[CH:4]=[C:5]([CH2:8][C:9]([O:11][CH3:12])=[O:10])[CH:6]=[CH:7][C:2]=2[N:1]=1)[C:14]1[CH:19]=[CH:18][CH:17]=[CH:16][CH:15]=1. (3) Given the reactants [NH2:1][C:2]1[CH:3]=[C:4]([C:20]2[N:21]=[C:22]([C:25]3[CH:30]=[CH:29][N:28]=[CH:27][CH:26]=3)[S:23][CH:24]=2)[C:5](=[O:19])[N:6](CC2C=CC(OC)=CC=2)[C:7]=1[CH2:8][CH3:9].[C:31]([NH:35][CH2:36][C:37](O)=[O:38])([CH3:34])([CH3:33])[CH3:32].BrCC(OC)=O.C(N)(C)(C)C.COC1C=C(S)C=CC=1.C(O)(C(F)(F)F)=O, predict the reaction product. The product is: [C:31]([NH:35][CH2:36][C:37]([NH:1][C:2]1[CH:3]=[C:4]([C:20]2[N:21]=[C:22]([C:25]3[CH:26]=[CH:27][N:28]=[CH:29][CH:30]=3)[S:23][CH:24]=2)[C:5](=[O:19])[NH:6][C:7]=1[CH2:8][CH3:9])=[O:38])([CH3:34])([CH3:33])[CH3:32].